This data is from NCI-60 drug combinations with 297,098 pairs across 59 cell lines. The task is: Regression. Given two drug SMILES strings and cell line genomic features, predict the synergy score measuring deviation from expected non-interaction effect. (1) Drug 1: CCCCCOC(=O)NC1=NC(=O)N(C=C1F)C2C(C(C(O2)C)O)O. Drug 2: CC=C1C(=O)NC(C(=O)OC2CC(=O)NC(C(=O)NC(CSSCCC=C2)C(=O)N1)C(C)C)C(C)C. Cell line: UACC-257. Synergy scores: CSS=22.8, Synergy_ZIP=0.231, Synergy_Bliss=-0.758, Synergy_Loewe=-53.2, Synergy_HSA=-3.49. (2) Drug 1: CC(C1=C(C=CC(=C1Cl)F)Cl)OC2=C(N=CC(=C2)C3=CN(N=C3)C4CCNCC4)N. Drug 2: C1CCN(CC1)CCOC2=CC=C(C=C2)C(=O)C3=C(SC4=C3C=CC(=C4)O)C5=CC=C(C=C5)O. Cell line: NCI-H522. Synergy scores: CSS=11.2, Synergy_ZIP=1.40, Synergy_Bliss=5.50, Synergy_Loewe=2.88, Synergy_HSA=4.23. (3) Drug 2: C1CN1P(=S)(N2CC2)N3CC3. Cell line: HOP-62. Drug 1: CS(=O)(=O)C1=CC(=C(C=C1)C(=O)NC2=CC(=C(C=C2)Cl)C3=CC=CC=N3)Cl. Synergy scores: CSS=26.0, Synergy_ZIP=-8.16, Synergy_Bliss=-6.14, Synergy_Loewe=-11.5, Synergy_HSA=-6.92.